The task is: Predict which catalyst facilitates the given reaction.. This data is from Catalyst prediction with 721,799 reactions and 888 catalyst types from USPTO. (1) Reactant: [CH2:1]([O:3][C:4](=[O:42])[C:5]([O:8][C:9]1[CH:14]=[CH:13][C:12]([O:15][CH2:16][CH2:17][CH:18]2[CH2:22][N:21]([CH2:23][C:24]3[CH:29]=[CH:28][C:27]([CH3:30])=[C:26]([CH3:31])[CH:25]=3)[C:20](=[O:32])[N:19]2CC2C=CC(OC)=CC=2)=[CH:11][CH:10]=1)([CH3:7])[CH3:6])[CH3:2]. Product: [CH2:1]([O:3][C:4](=[O:42])[C:5]([O:8][C:9]1[CH:10]=[CH:11][C:12]([O:15][CH2:16][CH2:17][CH:18]2[CH2:22][N:21]([CH2:23][C:24]3[CH:29]=[CH:28][C:27]([CH3:30])=[C:26]([CH3:31])[CH:25]=3)[C:20](=[O:32])[NH:19]2)=[CH:13][CH:14]=1)([CH3:6])[CH3:7])[CH3:2]. The catalyst class is: 574. (2) Reactant: C(OC([N:8]1[CH2:17][C:16]([CH3:19])([CH3:18])[C:15]2[C:10](=[CH:11][C:12]([NH:20][C:21](=[O:37])[C:22]3[CH:27]=[CH:26][CH:25]=[CH:24][C:23]=3[NH:28][CH2:29][C:30]3[CH:35]=[CH:34][C:33]([F:36])=[CH:32][CH:31]=3)=[CH:13][CH:14]=2)[CH2:9]1)=O)(C)(C)C.C(O)(C(F)(F)F)=O. Product: [CH3:18][C:16]1([CH3:19])[C:15]2[C:10](=[CH:11][C:12]([NH:20][C:21](=[O:37])[C:22]3[CH:27]=[CH:26][CH:25]=[CH:24][C:23]=3[NH:28][CH2:29][C:30]3[CH:31]=[CH:32][C:33]([F:36])=[CH:34][CH:35]=3)=[CH:13][CH:14]=2)[CH2:9][NH:8][CH2:17]1. The catalyst class is: 2. (3) Reactant: F[C:2]1[CH:7]=[C:6]([O:8][CH2:9][CH2:10][CH2:11][N:12]([CH2:15][CH3:16])[CH2:13][CH3:14])[CH:5]=[CH:4][C:3]=1[N+:17]([O-:19])=[O:18].[CH2:20]([NH2:23])[CH2:21][CH3:22]. Product: [CH2:20]([NH:23][C:2]1[CH:7]=[C:6]([O:8][CH2:9][CH2:10][CH2:11][N:12]([CH2:15][CH3:16])[CH2:13][CH3:14])[CH:5]=[CH:4][C:3]=1[N+:17]([O-:19])=[O:18])[CH2:21][CH3:22]. The catalyst class is: 1. (4) Reactant: [NH2:1][C:2]1[CH:9]=[CH:8][C:5]([C:6]#[N:7])=[C:4]([Cl:10])[CH:3]=1.C(=O)([O-])[O-:12].[K+].[K+].OO.C(OCC)(=O)C. Product: [NH2:1][C:2]1[CH:9]=[CH:8][C:5]([C:6]([NH2:7])=[O:12])=[C:4]([Cl:10])[CH:3]=1. The catalyst class is: 16. (5) Reactant: C(OC([C:6]1[N:7]([CH2:19][CH2:20][NH:21][C:22]([O:24]C(C)(C)C)=O)[N:8]=[C:9]([CH2:11][O:12][C:13]2[CH:18]=[CH:17][CH:16]=[CH:15][CH:14]=2)[CH:10]=1)=O)C.C([O-])([O-])=O.[Na+].[Na+]. Product: [O:12]([CH2:11][C:9]1[CH:10]=[C:6]2[C:22](=[O:24])[NH:21][CH2:20][CH2:19][N:7]2[N:8]=1)[C:13]1[CH:18]=[CH:17][CH:16]=[CH:15][CH:14]=1. The catalyst class is: 89. (6) Reactant: [NH2:1][CH2:2][CH2:3][NH:4][CH2:5][C:6]([OH:8])=[O:7].[OH-:9].[Na+].[C:11](=[O:27])([O-])[O:12][C:13]1[CH:18]=[CH:17][C:16]([N+]([O-])=O)=[CH:15][C:14]=1[C:22](C)(C)C.Cl.[O:29]1[CH2:34][CH2:33][O:32]C[CH2:30]1. Product: [C:11]([CH:2]([NH2:1])[CH2:3][NH:4][CH2:5][C:6]([OH:8])=[O:7])([O:12][C:13]([CH3:14])([CH3:18])[CH3:30])=[O:27].[CH:16]1[CH:15]=[C:14]2[C:22]([C:33]([OH:32])([OH:7])[C:34](=[O:29])[C:13]2=[CH:18][CH:17]=1)=[O:9]. The catalyst class is: 6.